From a dataset of Forward reaction prediction with 1.9M reactions from USPTO patents (1976-2016). Predict the product of the given reaction. (1) Given the reactants [CH3:1][C:2]1[C:7]([CH2:8][C:9]2[CH:14]=[CH:13][CH:12]=[C:11]([CH3:15])[CH:10]=2)=[C:6]([CH3:16])[N:5]2[N:17]=[CH:18][C:19]([C:20](O)=[O:21])=[C:4]2[N:3]=1.CN(C(ON1N=NC2C=C[CH:36]=[CH:37][C:32]1=2)=[N+](C)C)C.[B-](F)(F)(F)F.C(N(CC)CC)C.[CH3:52][O:53][CH2:54][CH2:55][NH2:56], predict the reaction product. The product is: [CH3:52][O:53][CH2:54][CH2:55][NH:56][C:20]([C:19]1[CH:18]=[N:17][N:5]2[C:6]([CH3:16])=[C:7]([CH2:8][C:9]3[CH:14]=[CH:13][C:12]4[C:11](=[CH:15][CH:32]=[CH:37][CH:36]=4)[CH:10]=3)[C:2]([CH3:1])=[N:3][C:4]=12)=[O:21]. (2) Given the reactants [CH:1]1([C:4]2[NH:8][N:7]=[C:6]([NH:9][C:10]3[C:15]([N+:16]([O-])=O)=[CH:14][N:13]=[C:12]([NH:19][C@H:20]([C:22]4[N:27]=[CH:26][C:25]([F:28])=[CH:24][N:23]=4)[CH3:21])[N:11]=3)[CH:5]=2)[CH2:3][CH2:2]1.[CH2:29](O)C.C(O)(=O)C.C(N)=N.C(OCC)(=O)C, predict the reaction product. The product is: [CH:1]1([C:4]2[NH:8][N:7]=[C:6]([N:9]3[CH:29]=[N:16][C:15]4[C:10]3=[N:11][C:12]([NH:19][C@H:20]([C:22]3[N:27]=[CH:26][C:25]([F:28])=[CH:24][N:23]=3)[CH3:21])=[N:13][CH:14]=4)[CH:5]=2)[CH2:3][CH2:2]1. (3) Given the reactants [C:1]([O:5][C:6]([NH:8][CH:9]([CH2:20][CH2:21][C:22]([O:24][CH2:25][CH2:26][CH2:27][CH2:28][CH2:29][CH2:30][NH:31][C:32]([NH:34][S:35]([C:38]1[CH:44]=[CH:43][C:41]([CH3:42])=[CH:40][CH:39]=1)(=[O:37])=[O:36])=[NH:33])=[O:23])[C:10]([O:12]CC1C=CC=CC=1)=[O:11])=[O:7])([CH3:4])([CH3:3])[CH3:2].C, predict the reaction product. The product is: [NH:33]=[C:32]([NH:34][S:35]([C:38]1[CH:39]=[CH:40][C:41]([CH3:42])=[CH:43][CH:44]=1)(=[O:36])=[O:37])[NH:31][CH2:30][CH2:29][CH2:28][CH2:27][CH2:26][CH2:25][O:24][C:22](=[O:23])[CH2:21][CH2:20][CH:9]([C:10]([OH:12])=[O:11])[NH:8][C:6](=[O:7])[O:5][C:1]([CH3:4])([CH3:3])[CH3:2].